This data is from CYP2D6 inhibition data for predicting drug metabolism from PubChem BioAssay. The task is: Regression/Classification. Given a drug SMILES string, predict its absorption, distribution, metabolism, or excretion properties. Task type varies by dataset: regression for continuous measurements (e.g., permeability, clearance, half-life) or binary classification for categorical outcomes (e.g., BBB penetration, CYP inhibition). Dataset: cyp2d6_veith. The molecule is COc1ccc(COC(=O)N/N=C2/C[C@@H](O)[C@@H](O)[C@H]3[C@@H]2CC[C@H]2C(=O)N(c4ccc(F)cc4F)C(=O)[C@H]32)cc1. The result is 0 (non-inhibitor).